From a dataset of Full USPTO retrosynthesis dataset with 1.9M reactions from patents (1976-2016). Predict the reactants needed to synthesize the given product. (1) Given the product [CH2:12]([NH:19][C:10]1[C:5]([C:1]([O:3][CH3:4])=[O:2])=[CH:6][N:7]=[CH:8][CH:9]=1)[C:13]1[CH:18]=[CH:17][CH:16]=[CH:15][CH:14]=1, predict the reactants needed to synthesize it. The reactants are: [C:1]([C:5]1[CH:6]=[N:7][CH:8]=[CH:9][C:10]=1Cl)([O:3][CH3:4])=[O:2].[CH2:12]([NH2:19])[C:13]1[CH:18]=[CH:17][CH:16]=[CH:15][CH:14]=1. (2) The reactants are: [C:1]([C:5]1[CH:6]=[C:7]([C:18]2[CH:19]=[N:20][C:21]([C:24]([F:27])([F:26])[F:25])=[CH:22][CH:23]=2)[C:8]([O:14]COC)=[C:9]([C:11](=[O:13])[CH3:12])[CH:10]=1)([CH3:4])([CH3:3])[CH3:2].C1(C)C=CC(S(O)(=O)=O)=CC=1. Given the product [C:1]([C:5]1[CH:6]=[C:7]([C:18]2[CH:19]=[N:20][C:21]([C:24]([F:27])([F:25])[F:26])=[CH:22][CH:23]=2)[C:8]([OH:14])=[C:9]([C:11](=[O:13])[CH3:12])[CH:10]=1)([CH3:2])([CH3:3])[CH3:4], predict the reactants needed to synthesize it. (3) The reactants are: Br[C:2]1[CH:7]=[CH:6][CH:5]=[C:4]([CH:8]2[CH2:11][CH:10]([CH2:12][CH2:13][O:14][CH3:15])[CH2:9]2)[CH:3]=1.[CH:16]([Si:19]([C:26]#[CH:27])([CH:23]([CH3:25])[CH3:24])[CH:20]([CH3:22])[CH3:21])([CH3:18])[CH3:17].C(N(CC)CC)C. Given the product [CH3:15][O:14][CH2:13][CH2:12][CH:10]1[CH2:11][CH:8]([C:4]2[CH:3]=[C:2]([C:27]#[C:26][Si:19]([CH:16]([CH3:18])[CH3:17])([CH:23]([CH3:25])[CH3:24])[CH:20]([CH3:22])[CH3:21])[CH:7]=[CH:6][CH:5]=2)[CH2:9]1, predict the reactants needed to synthesize it. (4) Given the product [Br:1][C:2]1[CH:3]=[C:4]2[C:9](=[CH:10][CH:11]=1)[CH2:8][CH:7]([O:12][CH2:15][CH2:16][CH2:17][CH2:18][CH3:19])[CH2:6][CH2:5]2, predict the reactants needed to synthesize it. The reactants are: [Br:1][C:2]1[CH:3]=[C:4]2[C:9](=[CH:10][CH:11]=1)[CH2:8][CH:7]([OH:12])[CH2:6][CH2:5]2.[H-].[Na+].[CH3:15][CH2:16][CH2:17][CH2:18][CH2:19]I.[Cl-].[NH4+].